The task is: Predict the reaction yield, written as a fraction of the theoretical maximum amount of product (1.0 means a 100% yield; for example, 0.34 means a 34% yield).. This data is from Reaction yield outcomes from USPTO patents with 853,638 reactions. (1) The reactants are [CH2:1]([O:8][C@@H:9]1[C@@H:17]([CH2:18][OH:19])[O:16][C@H:15]2[C@H:11]([N:12]=[C:13]([N:20]([CH2:28][CH2:29][F:30])[C:21](=[O:27])[O:22][C:23]([CH3:26])([CH3:25])[CH3:24])[S:14]2)[C@H:10]1[O:31][CH2:32][C:33]1[CH:38]=[CH:37][CH:36]=[CH:35][CH:34]=1)[C:2]1[CH:7]=[CH:6][CH:5]=[CH:4][CH:3]=1.C1C(=O)N(Br)C(=O)C1. The catalyst is CCCC[N+](CCCC)(CCCC)CCCC.[Br-].ClCCl.O.CC1(C)N([O])C(C)(C)CCC1. The product is [CH2:1]([O:8][C@@H:9]1[C@@H:17]([CH:18]=[O:19])[O:16][C@H:15]2[C@H:11]([N:12]=[C:13]([N:20]([CH2:28][CH2:29][F:30])[C:21](=[O:27])[O:22][C:23]([CH3:25])([CH3:24])[CH3:26])[S:14]2)[C@H:10]1[O:31][CH2:32][C:33]1[CH:34]=[CH:35][CH:36]=[CH:37][CH:38]=1)[C:2]1[CH:3]=[CH:4][CH:5]=[CH:6][CH:7]=1. The yield is 0.670. (2) The reactants are [H-].[Al+3].[Li+].[H-].[H-].[H-].[CH3:7][O:8][C:9]1[CH:14]=[CH:13][C:12]([CH2:15][CH2:16][CH2:17][CH2:18][N:19]=[N+]=[N-])=[CH:11][CH:10]=1.O. The catalyst is C1COCC1. The product is [CH3:7][O:8][C:9]1[CH:14]=[CH:13][C:12]([CH2:15][CH2:16][CH2:17][CH2:18][NH2:19])=[CH:11][CH:10]=1. The yield is 0.940. (3) The reactants are [NH:1]1[CH2:7][CH2:6][CH2:5][CH2:4][C@H:3]([NH:8][C:9](=[O:15])[O:10][C:11]([CH3:14])([CH3:13])[CH3:12])[CH2:2]1.[Br:16][C:17]1[C:18](F)=[C:19]2[C:25]([NH:26][C:27]([CH:29]3[CH2:31][CH2:30]3)=[O:28])=[CH:24][NH:23][C:20]2=[N:21][CH:22]=1. The catalyst is CCCCO. The product is [Br:16][C:17]1[C:18]([N:1]2[CH2:7][CH2:6][CH2:5][CH2:4][C@H:3]([NH:8][C:9](=[O:15])[O:10][C:11]([CH3:12])([CH3:14])[CH3:13])[CH2:2]2)=[C:19]2[C:25]([NH:26][C:27]([CH:29]3[CH2:30][CH2:31]3)=[O:28])=[CH:24][NH:23][C:20]2=[N:21][CH:22]=1. The yield is 0.0900.